Predict the product of the given reaction. From a dataset of Forward reaction prediction with 1.9M reactions from USPTO patents (1976-2016). Given the reactants Br[C:2]1[N:3]=[CH:4][C:5]([O:31][CH3:32])=[C:6]2[C:10]([C:11](=[O:30])[C:12]([N:14]3[CH2:23][CH2:22][C:21]4[C:16](=[CH:17][CH:18]=[CH:19][C:20]=4[C:24]4[CH:29]=[CH:28][CH:27]=[CH:26][N:25]=4)[CH2:15]3)=[O:13])=[CH:9][NH:8][C:7]=12.[Cl-:33].OCC1N=C[NH2+]N=1, predict the reaction product. The product is: [Cl:33][C:2]1[N:3]=[CH:4][C:5]([O:31][CH3:32])=[C:6]2[C:10]([C:11](=[O:30])[C:12]([N:14]3[CH2:23][CH2:22][C:21]4[C:16](=[CH:17][CH:18]=[CH:19][C:20]=4[C:24]4[CH:29]=[CH:28][CH:27]=[CH:26][N:25]=4)[CH2:15]3)=[O:13])=[CH:9][NH:8][C:7]=12.